This data is from Forward reaction prediction with 1.9M reactions from USPTO patents (1976-2016). The task is: Predict the product of the given reaction. (1) Given the reactants [CH3:1][O:2][CH:3]([O:14][CH3:15])[CH2:4][NH:5][CH2:6][C:7]1[CH:12]=[CH:11][C:10]([F:13])=[CH:9][CH:8]=1.N1C=CC=CC=1.[C:22]1([CH3:32])[CH:27]=[CH:26][C:25]([S:28](Cl)(=[O:30])=[O:29])=[CH:24][CH:23]=1, predict the reaction product. The product is: [CH3:1][O:2][CH:3]([O:14][CH3:15])[CH2:4][N:5]([CH2:6][C:7]1[CH:8]=[CH:9][C:10]([F:13])=[CH:11][CH:12]=1)[S:28]([C:25]1[CH:26]=[CH:27][C:22]([CH3:32])=[CH:23][CH:24]=1)(=[O:30])=[O:29]. (2) Given the reactants [Cl:1][C:2]1[N:7]=[C:6](Cl)[CH:5]=[CH:4][N:3]=1.[F:9][C:10]1[CH:16]=[CH:15][C:14]([O:17][CH3:18])=[CH:13][C:11]=1[NH2:12].CCN(C(C)C)C(C)C, predict the reaction product. The product is: [Cl:1][C:2]1[N:7]=[C:6]([NH:12][C:11]2[CH:13]=[C:14]([O:17][CH3:18])[CH:15]=[CH:16][C:10]=2[F:9])[CH:5]=[CH:4][N:3]=1. (3) Given the reactants [Cu][C:2]#[N:3].Cl[C:5]1[CH:6]=[C:7]2[C:23]([CH3:24])=[C:22]([CH3:25])[NH:21][C:8]2=[C:9]([N:11]2[CH2:20][CH2:19][C:18]3[C:13](=[CH:14][CH:15]=[CH:16][CH:17]=3)[CH2:12]2)[N:10]=1.C(OCC)(=O)C, predict the reaction product. The product is: [CH2:12]1[C:13]2[C:18](=[CH:17][CH:16]=[CH:15][CH:14]=2)[CH2:19][CH2:20][N:11]1[C:9]1[N:10]=[C:5]([C:2]#[N:3])[CH:6]=[C:7]2[C:23]([CH3:24])=[C:22]([CH3:25])[NH:21][C:8]=12. (4) Given the reactants [C-:1]#[N:2].[K+].Br[CH2:5][C:6]1[C:14]2[O:13][C:12]([C:15]3[CH:20]=[CH:19][C:18]([OH:21])=[CH:17][CH:16]=3)=[C:11]([C:22]3[CH:27]=[CH:26][CH:25]=[CH:24][CH:23]=3)[C:10]=2[CH:9]=[C:8]([OH:28])[CH:7]=1.C1COCC1.C(=O)(O)[O-].[Na+], predict the reaction product. The product is: [OH:28][C:8]1[CH:7]=[C:6]([CH2:5][C:1]#[N:2])[C:14]2[O:13][C:12]([C:15]3[CH:20]=[CH:19][C:18]([OH:21])=[CH:17][CH:16]=3)=[C:11]([C:22]3[CH:27]=[CH:26][CH:25]=[CH:24][CH:23]=3)[C:10]=2[CH:9]=1. (5) Given the reactants [N:1]1(CCOC2C=CC(NC(N)=O)=CC=2)CCCC1.[N:19]([C:22]1[CH:27]=[CH:26][C:25]([O:28][CH3:29])=[CH:24][C:23]=1[CH3:30])=[C:20]=[S:21], predict the reaction product. The product is: [CH3:29][O:28][C:25]1[CH:26]=[CH:27][C:22]([NH:19][C:20]([NH2:1])=[S:21])=[C:23]([CH3:30])[CH:24]=1. (6) Given the reactants [CH:1]1([CH2:4][C:5]([NH:7][C:8]2[N:9]=[C:10]3[CH:15]=[CH:14][C:13](I)=[N:12][N:11]3[CH:17]=2)=[O:6])[CH2:3][CH2:2]1.[F:18][C:19]1[CH:24]=[CH:23][C:22]([OH:25])=[CH:21][C:20]=1[NH:26][C:27]([C:29]1[N:33]([CH3:34])[N:32]=[C:31]([CH3:35])[CH:30]=1)=[O:28].C(=O)([O-])[O-].[K+].[K+], predict the reaction product. The product is: [CH:1]1([CH2:4][C:5]([NH:7][C:8]2[N:9]=[C:10]3[CH:15]=[CH:14][C:13]([O:25][C:22]4[CH:23]=[CH:24][C:19]([F:18])=[C:20]([NH:26][C:27]([C:29]5[N:33]([CH3:34])[N:32]=[C:31]([CH3:35])[CH:30]=5)=[O:28])[CH:21]=4)=[N:12][N:11]3[CH:17]=2)=[O:6])[CH2:3][CH2:2]1. (7) Given the reactants [Br:1][C:2]1[C:7]([CH:8]=[O:9])=[C:6]([OH:10])[C:5]([OH:11])=[CH:4][CH:3]=1.[BH4-].[Na+].[NH4+].[Cl-].Cl, predict the reaction product. The product is: [Br:1][C:2]1[C:7]([CH2:8][OH:9])=[C:6]([OH:10])[C:5]([OH:11])=[CH:4][CH:3]=1. (8) Given the reactants [F:1][C:2]([F:14])([F:13])[CH2:3][N:4]1[C:8]([CH3:9])=[C:7]([C:10]([NH2:12])=[O:11])[CH:6]=[N:5]1.Br[CH2:16][C:17]([C:19]1[CH:20]=[N:21][CH:22]=[CH:23][CH:24]=1)=O, predict the reaction product. The product is: [CH3:9][C:8]1[N:4]([CH2:3][C:2]([F:1])([F:13])[F:14])[N:5]=[CH:6][C:7]=1[C:10]1[O:11][CH:16]=[C:17]([C:19]2[CH:20]=[N:21][CH:22]=[CH:23][CH:24]=2)[N:12]=1. (9) The product is: [F:1][C:2]([C:3]1[CH:19]=[CH:18][CH:17]=[C:5]([O:6][C:7]2[CH:12]=[CH:11][C:10]([C:13]([F:15])([F:16])[F:14])=[CH:9][N:8]=2)[CH:4]=1)=[C:20]1[CH2:25][CH2:24][N:23]([C:35]([NH:34][C:31]2[CH:32]=[N:33][C:28]([O:27][CH3:26])=[CH:29][CH:30]=2)=[O:36])[CH2:22][CH2:21]1. Given the reactants [F:1][C:2](=[C:20]1[CH2:25][CH2:24][NH:23][CH2:22][CH2:21]1)[C:3]1[CH:4]=[C:5]([CH:17]=[CH:18][CH:19]=1)[O:6][C:7]1[CH:12]=[CH:11][C:10]([C:13]([F:16])([F:15])[F:14])=[CH:9][N:8]=1.[CH3:26][O:27][C:28]1[N:33]=[CH:32][C:31]([NH:34][C:35](=O)[O:36]C2C=CC=CC=2)=[CH:30][CH:29]=1, predict the reaction product. (10) Given the reactants [F:1][C:2]1[CH:7]=[C:6](B2OC(C)(C)C(C)(C)O2)[CH:5]=[CH:4][C:3]=1[C:17]1[N:18]=[CH:19][C:20]([NH2:23])=[N:21][CH:22]=1.Br[C:25]1[CH:30]=[CH:29][CH:28]=[CH:27][C:26]=1[S:31]([N:34]1[CH2:39][CH2:38][CH2:37][C:36]([F:41])([F:40])[CH2:35]1)(=[O:33])=[O:32], predict the reaction product. The product is: [F:41][C:36]1([F:40])[CH2:37][CH2:38][CH2:39][N:34]([S:31]([C:26]2[CH:25]=[CH:30][CH:29]=[CH:28][C:27]=2[C:6]2[CH:5]=[CH:4][C:3]([C:17]3[N:18]=[CH:19][C:20]([NH2:23])=[N:21][CH:22]=3)=[C:2]([F:1])[CH:7]=2)(=[O:33])=[O:32])[CH2:35]1.